Dataset: Peptide-MHC class I binding affinity with 185,985 pairs from IEDB/IMGT. Task: Regression. Given a peptide amino acid sequence and an MHC pseudo amino acid sequence, predict their binding affinity value. This is MHC class I binding data. (1) The binding affinity (normalized) is 0.140. The MHC is H-2-Db with pseudo-sequence H-2-Db. The peptide sequence is FQPQNGQFP. (2) The peptide sequence is QLCDHRLMSA. The MHC is HLA-A02:03 with pseudo-sequence HLA-A02:03. The binding affinity (normalized) is 0.631. (3) The peptide sequence is YLPEVISTI. The MHC is HLA-A68:01 with pseudo-sequence HLA-A68:01. The binding affinity (normalized) is 0. (4) The peptide sequence is SQRVEFLEY. The MHC is HLA-A02:01 with pseudo-sequence HLA-A02:01. The binding affinity (normalized) is 0.0847. (5) The peptide sequence is ETDDYMFFV. The MHC is HLA-A29:02 with pseudo-sequence HLA-A29:02. The binding affinity (normalized) is 0.0847. (6) The MHC is HLA-B27:20 with pseudo-sequence HLA-B27:20. The peptide sequence is RARKRGITM. The binding affinity (normalized) is 0.497. (7) The peptide sequence is SPVLRLFFL. The MHC is HLA-B35:01 with pseudo-sequence HLA-B35:01. The binding affinity (normalized) is 0.